This data is from Forward reaction prediction with 1.9M reactions from USPTO patents (1976-2016). The task is: Predict the product of the given reaction. Given the reactants [Cl:1][C:2]1[CH:7]=[CH:6][N:5]=[C:4]2[NH:8][C:9]([CH:11]3[CH2:15][CH2:14][N:13]([C:16]([O:18][C:19]([CH3:22])([CH3:21])[CH3:20])=[O:17])[CH2:12]3)=[CH:10][C:3]=12.[C:23](O[C:23]([O:25][C:26]([CH3:29])([CH3:28])[CH3:27])=[O:24])([O:25][C:26]([CH3:29])([CH3:28])[CH3:27])=[O:24], predict the reaction product. The product is: [C:19]([O:18][C:16]([N:13]1[CH2:14][CH2:15][CH:11]([C:9]2[N:8]([C:23]([O:25][C:26]([CH3:29])([CH3:28])[CH3:27])=[O:24])[C:4]3=[N:5][CH:6]=[CH:7][C:2]([Cl:1])=[C:3]3[CH:10]=2)[CH2:12]1)=[O:17])([CH3:22])([CH3:21])[CH3:20].